Predict which catalyst facilitates the given reaction. From a dataset of Catalyst prediction with 721,799 reactions and 888 catalyst types from USPTO. (1) Reactant: [S-:1][C:2]#[N:3].[K+].[Br:5][C:6]1[N:11]=[CH:10][C:9]([NH2:12])=[CH:8][CH:7]=1.BrBr. Product: [Br:5][C:6]1[N:11]=[C:10]2[S:1][C:2]([NH2:3])=[N:12][C:9]2=[CH:8][CH:7]=1. The catalyst class is: 15. (2) Reactant: [CH3:1][O:2][C:3]1[CH:10]=[CH:9][CH:8]=[CH:7][C:4]=1[CH:5]=O.[C:11]([NH:19][NH2:20])(=[O:18])[C:12]1[CH:17]=[CH:16][CH:15]=[CH:14][CH:13]=1. Product: [CH3:1][O:2][C:3]1[CH:10]=[CH:9][CH:8]=[CH:7][C:4]=1[CH:5]=[N:20][NH:19][C:11](=[O:18])[C:12]1[CH:17]=[CH:16][CH:15]=[CH:14][CH:13]=1. The catalyst class is: 81. (3) Reactant: Br[C:2]1[CH:3]=[CH:4][C:5]([N+:8]([O-:10])=[O:9])=[N:6][CH:7]=1.[C:11]([O:15][C:16]([N:18]1[CH2:23][CH2:22][NH:21][CH2:20][CH2:19]1)=[O:17])([CH3:14])([CH3:13])[CH3:12].CCN(C(C)C)C(C)C. Product: [C:11]([O:15][C:16]([N:18]1[CH2:23][CH2:22][N:21]([C:2]2[CH:7]=[N:6][C:5]([N+:8]([O-:10])=[O:9])=[CH:4][CH:3]=2)[CH2:20][CH2:19]1)=[O:17])([CH3:14])([CH3:12])[CH3:13]. The catalyst class is: 23. (4) Reactant: [Cl:1][C:2]1[CH:3]=[C:4]2[N:22]([CH2:23][O:24][CH2:25][CH2:26][Si:27]([CH3:30])([CH3:29])[CH3:28])[C:21]([O:31][C@H:32]3[C@H:36]4[O:37][CH2:38][C@@H:39]([OH:40])[C@H:35]4[O:34][CH2:33]3)=[N:20][C:5]2=[N:6][C:7]=1[C:8]1[CH:13]=[CH:12][C:11]([C:14]2[CH2:15][CH2:16][S:17][CH2:18][CH:19]=2)=[CH:10][CH:9]=1. Product: [Cl:1][C:2]1[CH:3]=[C:4]2[N:22]([CH2:23][O:24][CH2:25][CH2:26][Si:27]([CH3:30])([CH3:28])[CH3:29])[C:21]([O:31][C@H:32]3[C@H:36]4[O:37][CH2:38][C@@H:39]([OH:40])[C@H:35]4[O:34][CH2:33]3)=[N:20][C:5]2=[N:6][C:7]=1[C:8]1[CH:13]=[CH:12][C:11]([CH:14]2[CH2:19][CH2:18][S:17][CH2:16][CH2:15]2)=[CH:10][CH:9]=1. The catalyst class is: 304. (5) The catalyst class is: 278. Product: [C:1]([O:5][C:6]([NH:8][C:9]1[O:17][C:16]2[C:11](=[N:12][CH:13]=[C:14]([C:18]3[CH:23]=[N:22][CH:21]=[N:20][CH:19]=3)[CH:15]=2)[C:10]=1[C:24]([OH:26])=[O:25])=[O:7])([CH3:4])([CH3:2])[CH3:3]. Reactant: [C:1]([O:5][C:6]([N:8](C(OC(C)(C)C)=O)[C:9]1[O:17][C:16]2[C:11](=[N:12][CH:13]=[C:14]([C:18]3[CH:19]=[N:20][CH:21]=[N:22][CH:23]=3)[CH:15]=2)[C:10]=1[C:24]([O:26]C)=[O:25])=[O:7])([CH3:4])([CH3:3])[CH3:2].O[Li].O. (6) Reactant: F[C:2]1[CH:9]=[CH:8][C:5]([C:6]#[N:7])=[CH:4][CH:3]=1.[NH:10]1[CH:14]=[CH:13][N:12]=[N:11]1.C([O-])([O-])=O.[Cs+].[Cs+]. Product: [N:10]1([C:2]2[CH:9]=[CH:8][C:5]([C:6]#[N:7])=[CH:4][CH:3]=2)[CH:14]=[CH:13][N:12]=[N:11]1. The catalyst class is: 3. (7) Reactant: COC1C=C(OC)C=CC=1C[N:6]1[C:15]2[CH:14]=[C:13]([C:16]3[C:21]([CH3:22])=[CH:20][CH:19]=[CH:18][C:17]=3[CH3:23])[CH:12]=[CH:11][C:10]=2[C:9]2[N:24]([CH:27]3[CH2:32][CH2:31][O:30][CH2:29][CH2:28]3)[N:25]=[CH:26][C:8]=2[C:7]1=[O:33]. Product: [CH3:22][C:21]1[CH:20]=[CH:19][CH:18]=[C:17]([CH3:23])[C:16]=1[C:13]1[CH:12]=[CH:11][C:10]2[C:9]3[N:24]([CH:27]4[CH2:32][CH2:31][O:30][CH2:29][CH2:28]4)[N:25]=[CH:26][C:8]=3[C:7](=[O:33])[NH:6][C:15]=2[CH:14]=1. The catalyst class is: 67.